Task: Predict the reactants needed to synthesize the given product.. Dataset: Full USPTO retrosynthesis dataset with 1.9M reactions from patents (1976-2016) Given the product [CH3:40][C:39]1[CH:38]=[CH:37][C:18]([C:19]([N:21]2[CH2:28][CH:27]3[O:29][CH:23]([CH2:24][N:25]([CH2:30][C:31]4[CH:36]=[CH:35][CH:34]=[CH:33][CH:32]=4)[CH2:26]3)[CH2:22]2)=[O:20])=[CH:17][C:16]=1[NH:15][C:12](=[O:13])[CH2:11][C:1]12[CH2:10][CH:5]3[CH2:4][CH:3]([CH2:9][CH:7]([CH2:6]3)[CH2:8]1)[CH2:2]2, predict the reactants needed to synthesize it. The reactants are: [C:1]12([CH2:11][C:12](O)=[O:13])[CH2:10][CH:5]3[CH2:6][CH:7]([CH2:9][CH:3]([CH2:4]3)[CH2:2]1)[CH2:8]2.[NH2:15][C:16]1[CH:17]=[C:18]([CH:37]=[CH:38][C:39]=1[CH3:40])[C:19]([N:21]1[CH2:28][CH:27]2[O:29][CH:23]([CH2:24][N:25]([CH2:30][C:31]3[CH:36]=[CH:35][CH:34]=[CH:33][CH:32]=3)[CH2:26]2)[CH2:22]1)=[O:20].